This data is from Reaction yield outcomes from USPTO patents with 853,638 reactions. The task is: Predict the reaction yield, written as a fraction of the theoretical maximum amount of product (1.0 means a 100% yield; for example, 0.34 means a 34% yield). (1) The reactants are FC(F)(F)S(O[C:7]1[N:29]=[CH:28][C:10]2[C:11]3[N:12]([CH:16]=[C:17]([C:19]4[N:23]([CH:24]([CH3:26])[CH3:25])[N:22]=[C:21]([CH3:27])[N:20]=4)[N:18]=3)[CH2:13][CH2:14][O:15][C:9]=2[CH:8]=1)(=O)=O.[CH2:32]([NH2:43])[C:33]1[CH:42]=[CH:41][C:38]([O:39][CH3:40])=[C:35]([O:36][CH3:37])[CH:34]=1.C(N(CC)CC)C. The catalyst is CN1CCCC1=O.O.CO.C(Cl)Cl. The product is [CH3:37][O:36][C:35]1[CH:34]=[C:33]([CH:42]=[CH:41][C:38]=1[O:39][CH3:40])[CH2:32][NH:43][C:7]1[N:29]=[CH:28][C:10]2[C:11]3[N:12]([CH:16]=[C:17]([C:19]4[N:23]([CH:24]([CH3:25])[CH3:26])[N:22]=[C:21]([CH3:27])[N:20]=4)[N:18]=3)[CH2:13][CH2:14][O:15][C:9]=2[CH:8]=1. The yield is 0.230. (2) The reactants are [Br:1][C:2]1[CH:7]=[CH:6][CH:5]=[CH:4][C:3]=1I.[C:9]1(B(O)O)[C:18]2[C:13](=[CH:14][CH:15]=[CH:16][CH:17]=2)[CH:12]=[CH:11][CH:10]=1.C(=O)([O-])[O-].[Na+].[Na+]. The catalyst is C1(C)C=CC=CC=1. The product is [Br:1][C:2]1[CH:7]=[CH:6][CH:5]=[CH:4][C:3]=1[C:17]1[C:18]2[C:13](=[CH:12][CH:11]=[CH:10][CH:9]=2)[CH:14]=[CH:15][CH:16]=1. The yield is 0.830.